From a dataset of Full USPTO retrosynthesis dataset with 1.9M reactions from patents (1976-2016). Predict the reactants needed to synthesize the given product. Given the product [ClH:16].[F:1][C:2]1[CH:9]=[CH:8][C:5]([CH2:6][NH2:7])=[C:4]([N:10]2[C:14]([CH3:15])=[N:13][CH:12]=[N:11]2)[CH:3]=1, predict the reactants needed to synthesize it. The reactants are: [F:1][C:2]1[CH:9]=[CH:8][C:5]([C:6]#[N:7])=[C:4]([N:10]2[C:14]([CH3:15])=[N:13][CH:12]=[N:11]2)[CH:3]=1.[ClH:16].[H][H].